Dataset: Forward reaction prediction with 1.9M reactions from USPTO patents (1976-2016). Task: Predict the product of the given reaction. (1) Given the reactants [CH:1]([C:4]1[CH:10]=[CH:9][C:7]([NH2:8])=[C:6]([N+:11]([O-])=O)[CH:5]=1)([CH3:3])[CH3:2].[H][H], predict the reaction product. The product is: [CH:1]([C:4]1[CH:5]=[C:6]([NH2:11])[C:7]([NH2:8])=[CH:9][CH:10]=1)([CH3:3])[CH3:2]. (2) Given the reactants O.O.O.O.O.O.[N+:7]([O-:10])([O-])=[O:8].[La+3].[N+]([O-])([O-])=O.[N+]([O-])([O-])=O.[N+]([O-])([O-])=O.[Na+].[CH2:25]([O:32][C:33]1[CH:38]=[CH:37][C:36]([OH:39])=[CH:35][CH:34]=1)[C:26]1[CH:31]=[CH:30][CH:29]=[CH:28][CH:27]=1, predict the reaction product. The product is: [CH2:25]([O:32][C:33]1[CH:34]=[CH:35][C:36]([OH:39])=[C:37]([N+:7]([O-:10])=[O:8])[CH:38]=1)[C:26]1[CH:27]=[CH:28][CH:29]=[CH:30][CH:31]=1. (3) Given the reactants [C:1]([C:4]1[CH:15]=[CH:14][C:13]([Br:16])=[CH:12][C:5]=1[O:6][CH2:7][C:8]([O:10]C)=[O:9])(=[O:3])[CH3:2].O.[OH-].[Na+], predict the reaction product. The product is: [C:1]([C:4]1[CH:15]=[CH:14][C:13]([Br:16])=[CH:12][C:5]=1[O:6][CH2:7][C:8]([OH:10])=[O:9])(=[O:3])[CH3:2]. (4) The product is: [Cl-:1].[Cl:1][C:2]1[CH:10]=[CH:9][C:5]([C:6]2[C:22]3[C:17](=[CH:18][C:19]([O:25][CH3:26])=[C:20]([O:23][CH3:24])[CH:21]=3)[CH2:16][CH2:15][N+:14]=2[CH2:27][C:28]2[CH:33]=[CH:32][CH:31]=[CH:30][C:29]=2[F:34])=[CH:4][CH:3]=1. Given the reactants [Cl:1][C:2]1[CH:10]=[CH:9][C:5]([C:6](Cl)=O)=[CH:4][CH:3]=1.[Cl-].CC1[C:22]2[C:17](=[CH:18][C:19]([O:25][CH3:26])=[C:20]([O:23][CH3:24])[CH:21]=2)[CH2:16][CH2:15][N+:14]=1[CH2:27][C:28]1[CH:33]=[CH:32][CH:31]=[CH:30][C:29]=1[F:34], predict the reaction product. (5) Given the reactants FC(F)(F)C(O)=O.[CH:8]1([CH:11]([C:13]2[CH:18]=[CH:17][C:16]([C:19]([F:22])([F:21])[F:20])=[CH:15][CH:14]=2)O)[CH2:10][CH2:9]1.[CH3:23][S:24][CH2:25][C:26]1[CH:27]=[CH:28][CH:29]=[C:30]2[C:34]=1[NH:33][CH:32]=[CH:31]2, predict the reaction product. The product is: [CH:8]1([CH:11]([C:13]2[CH:18]=[CH:17][C:16]([C:19]([F:22])([F:21])[F:20])=[CH:15][CH:14]=2)[C:31]2[C:30]3[C:34](=[C:26]([CH2:25][S:24][CH3:23])[CH:27]=[CH:28][CH:29]=3)[NH:33][CH:32]=2)[CH2:10][CH2:9]1. (6) Given the reactants [NH2:1][C:2]1[N:3]([CH2:18][CH2:19][CH2:20][CH3:21])[C:4](=[O:17])[N:5]([CH2:9][CH2:10][CH2:11][C:12]([O:14][CH2:15][CH3:16])=[O:13])[C:6](=[O:8])[CH:7]=1.[N:22]([O-])=[O:23].[Na+], predict the reaction product. The product is: [NH2:1][C:2]1[N:3]([CH2:18][CH2:19][CH2:20][CH3:21])[C:4](=[O:17])[N:5]([CH2:9][CH2:10][CH2:11][C:12]([O:14][CH2:15][CH3:16])=[O:13])[C:6](=[O:8])[C:7]=1[N:22]=[O:23]. (7) Given the reactants [CH3:1][O:2][C:3]1[CH:4]=[C:5]2[C:10](=[CH:11][C:12]=1[O:13][CH3:14])[C:9](=O)[NH:8][CH:7]=[CH:6]2.P(Br)(Br)([Br:18])=O.CCOC(C)=O, predict the reaction product. The product is: [Br:18][C:9]1[C:10]2[C:5](=[CH:4][C:3]([O:2][CH3:1])=[C:12]([O:13][CH3:14])[CH:11]=2)[CH:6]=[CH:7][N:8]=1.